From a dataset of Forward reaction prediction with 1.9M reactions from USPTO patents (1976-2016). Predict the product of the given reaction. (1) Given the reactants [OH:1][C:2]1[CH:3]=[C:4]2[C:9](=[CH:10][CH:11]=1)[C:8]([C:12]([OH:14])=[O:13])=[CH:7][CH:6]=[CH:5]2.[Cl-].[CH3:16][O:17][C:18]1[CH:30]=[CH:29][CH:28]=[CH:27][C:19]=1[CH:20]=[N+:21]1[CH2:26][CH2:25][O:24][CH2:23][CH2:22]1, predict the reaction product. The product is: [OH:1][C:2]1[C:3]([CH:20]([C:19]2[CH:27]=[CH:28][CH:29]=[CH:30][C:18]=2[O:17][CH3:16])[N:21]2[CH2:26][CH2:25][O:24][CH2:23][CH2:22]2)=[C:4]2[C:9](=[CH:10][CH:11]=1)[C:8]([C:12]([OH:14])=[O:13])=[CH:7][CH:6]=[CH:5]2. (2) The product is: [Si:1]([O:8][C@H:9]([CH2:25][O:26][CH3:27])[CH2:10][O:11][C:12]1[C:16]([CH3:17])=[C:15]([NH2:18])[N:14]([C:19]2[CH:20]=[CH:21][CH:22]=[CH:23][CH:24]=2)[N:13]=1)([C:4]([CH3:6])([CH3:7])[CH3:5])([CH3:2])[CH3:3]. Given the reactants [Si:1]([O:8][C@@H:9]([CH2:25][O:26][CH3:27])[CH2:10][O:11][C:12]1[C:16]([CH3:17])=[C:15]([NH2:18])[N:14]([C:19]2[CH:24]=[CH:23][CH:22]=[CH:21][CH:20]=2)[N:13]=1)([C:4]([CH3:7])([CH3:6])[CH3:5])([CH3:3])[CH3:2].COC[C@H]1CO1, predict the reaction product. (3) Given the reactants [CH3:1][O:2][C:3]1[CH:4]=[C:5]([C:11]2[CH:21]=[C:20]([C:22](O)=[O:23])[C:14]3[O:15][CH2:16][CH2:17][CH2:18][CH2:19][C:13]=3[CH:12]=2)[CH:6]=[CH:7][C:8]=1[O:9][CH3:10].Cl.Cl.[NH2:27][CH:28]([CH2:31][C:32]1[C:36]2[CH:37]=[N:38][CH:39]=[CH:40][C:35]=2[NH:34][CH:33]=1)[CH2:29][OH:30].C1C=CC2N(O)N=NC=2C=1.CCN=C=NCCCN(C)C, predict the reaction product. The product is: [OH:30][CH2:29][CH:28]([NH:27][C:22]([C:20]1[C:14]2[O:15][CH2:16][CH2:17][CH2:18][CH2:19][C:13]=2[CH:12]=[C:11]([C:5]2[CH:6]=[CH:7][C:8]([O:9][CH3:10])=[C:3]([O:2][CH3:1])[CH:4]=2)[CH:21]=1)=[O:23])[CH2:31][C:32]1[C:36]2[CH:37]=[N:38][CH:39]=[CH:40][C:35]=2[NH:34][CH:33]=1. (4) Given the reactants [CH3:1][CH:2]1[CH:7]([CH3:8])[CH2:6][CH2:5][CH2:4][CH:3]1[NH2:9].Cl[C:11](OC1C=CC([N+]([O-])=O)=CC=1)=[O:12].C(N(C(C)C)CC)(C)C.[Cl:32][C:33]1[CH:42]=[C:41]2[C:36]([C:37]([N:43]3[CH2:48][CH2:47][NH:46][CH2:45][CH2:44]3)=[CH:38][CH:39]=[N:40]2)=[CH:35][CH:34]=1, predict the reaction product. The product is: [Cl:32][C:33]1[CH:42]=[C:41]2[C:36]([C:37]([N:43]3[CH2:48][CH2:47][N:46]([C:11]([NH:9][CH:3]4[CH2:4][CH2:5][CH2:6][CH:7]([CH3:8])[CH:2]4[CH3:1])=[O:12])[CH2:45][CH2:44]3)=[CH:38][CH:39]=[N:40]2)=[CH:35][CH:34]=1.